This data is from Catalyst prediction with 721,799 reactions and 888 catalyst types from USPTO. The task is: Predict which catalyst facilitates the given reaction. (1) Reactant: Cl[C:2]1[N:3]=[C:4]([C:30]2[C:35]([O:36][CH3:37])=[CH:34][C:33]([C:38]3[CH:43]=[CH:42][CH:41]=[C:40]([F:44])[CH:39]=3)=[C:32]([Cl:45])[CH:31]=2)[C:5]2[C:10]([CH:11]=1)=[CH:9][C:8]([S:12]([N:15]([C:25]1[CH:29]=[CH:28][O:27][N:26]=1)[CH2:16][C:17]1[CH:22]=[CH:21][C:20]([O:23][CH3:24])=[CH:19][CH:18]=1)(=[O:14])=[O:13])=[CH:7][CH:6]=2.[OH-:46].[K+].C(P(C(C)(C)C)C1C=CC=CC=1C1C(C(C)C)=CC(C(C)C)=CC=1C(C)C)(C)(C)C. Product: [Cl:45][C:32]1[CH:31]=[C:30]([C:4]2[C:5]3[C:10](=[CH:9][C:8]([S:12]([N:15]([C:25]4[CH:29]=[CH:28][O:27][N:26]=4)[CH2:16][C:17]4[CH:18]=[CH:19][C:20]([O:23][CH3:24])=[CH:21][CH:22]=4)(=[O:14])=[O:13])=[CH:7][CH:6]=3)[CH:11]=[C:2]([OH:46])[N:3]=2)[C:35]([O:36][CH3:37])=[CH:34][C:33]=1[C:38]1[CH:43]=[CH:42][CH:41]=[C:40]([F:44])[CH:39]=1. The catalyst class is: 110. (2) Reactant: [Cl:1][C:2]1[C:7]([C:8]([F:11])([F:10])[F:9])=[CH:6][CH:5]=[CH:4][C:3]=1[CH:12](O)[CH3:13].P(Br)(Br)[Br:16].C([O-])(O)=O.[Na+]. Product: [Br:16][CH:12]([C:3]1[CH:4]=[CH:5][CH:6]=[C:7]([C:8]([F:11])([F:10])[F:9])[C:2]=1[Cl:1])[CH3:13]. The catalyst class is: 2.